This data is from Peptide-MHC class II binding affinity with 134,281 pairs from IEDB. The task is: Regression. Given a peptide amino acid sequence and an MHC pseudo amino acid sequence, predict their binding affinity value. This is MHC class II binding data. The peptide sequence is GELQHVDKIDAAFKI. The MHC is DRB1_0404 with pseudo-sequence DRB1_0404. The binding affinity (normalized) is 0.611.